From a dataset of Forward reaction prediction with 1.9M reactions from USPTO patents (1976-2016). Predict the product of the given reaction. (1) The product is: [F:27][CH2:26][CH2:25][N:1]1[CH2:6][CH2:5][CH:4]([C:7]2[CH:12]=[CH:11][CH:10]=[C:9]([C:13]([F:15])([F:16])[F:14])[C:8]=2[OH:17])[CH2:3][CH2:2]1. Given the reactants [NH:1]1[CH2:6][CH2:5][CH:4]([C:7]2[CH:12]=[CH:11][CH:10]=[C:9]([C:13]([F:16])([F:15])[F:14])[C:8]=2[OH:17])[CH2:3][CH2:2]1.C(=O)([O-])[O-].[K+].[K+].Br[CH2:25][CH2:26][F:27], predict the reaction product. (2) Given the reactants [CH3:1][C:2]1([CH3:9])[C@H:7]([OH:8])[C:5](=[O:6])[O:4][CH2:3]1, predict the reaction product. The product is: [CH3:1][C:2]1([CH3:9])[CH:7]([OH:8])[C:5](=[O:6])[O:4][CH2:3]1. (3) Given the reactants [F:1][C:2]1[CH:7]=[C:6]([N+:8]([O-])=O)[CH:5]=[CH:4][C:3]=1[CH:11](C(OCC1C=CC=CC=1)=O)[C:12]([O:14][CH2:15][CH3:16])=[O:13].C([O-])=O.[NH4+], predict the reaction product. The product is: [NH2:8][C:6]1[CH:5]=[CH:4][C:3]([CH2:11][C:12]([O:14][CH2:15][CH3:16])=[O:13])=[C:2]([F:1])[CH:7]=1. (4) Given the reactants [C:1]([N:8]1[CH2:13][CH2:12][CH:11]([CH2:14][OH:15])[CH2:10][CH2:9]1)([O:3][C:4]([CH3:7])([CH3:6])[CH3:5])=[O:2].[S:16](Cl)([C:19]1[CH:25]=[CH:24][C:22]([CH3:23])=[CH:21][CH:20]=1)(=[O:18])=[O:17], predict the reaction product. The product is: [C:4]([O:3][C:1]([N:8]1[CH2:13][CH2:12][CH:11]([CH2:14][O:15][S:16]([C:19]2[CH:25]=[CH:24][C:22]([CH3:23])=[CH:21][CH:20]=2)(=[O:18])=[O:17])[CH2:10][CH2:9]1)=[O:2])([CH3:7])([CH3:6])[CH3:5]. (5) Given the reactants [Cl:1][C:2]1[CH:3]=[C:4]2[C:8](=[CH:9][CH:10]=1)[NH:7][C:6]([C:11]([NH:13][C@@H:14]1[CH2:23][C:22]3[C:17](=[CH:18][CH:19]=[CH:20][CH:21]=3)[NH:16][C:15]1=[O:24])=[O:12])=[CH:5]2.C(OC(N[C@@H]1CC2C(=CC=CC=2)NC1=O)=O)(C)(C)C, predict the reaction product. The product is: [Cl:1][C:2]1[CH:3]=[C:4]2[C:8](=[CH:9][CH:10]=1)[NH:7][C:6]([C:11]([NH:13][C@H:14]1[CH2:23][C:22]3[C:17](=[CH:18][CH:19]=[CH:20][CH:21]=3)[NH:16][C:15]1=[O:24])=[O:12])=[CH:5]2. (6) Given the reactants [N:1]1([C:5]2[CH:10]=[CH:9][N:8]3[CH:11]=[C:12]([C:14]4[CH:19]=[CH:18][C:17]([OH:20])=[CH:16][CH:15]=4)[N:13]=[C:7]3[CH:6]=2)[CH2:4][CH2:3][CH2:2]1.CC1C=CC(S(O[CH2:32][F:33])(=O)=O)=CC=1, predict the reaction product. The product is: [N:1]1([C:5]2[CH:10]=[CH:9][N:8]3[CH:11]=[C:12]([C:14]4[CH:19]=[CH:18][C:17]([O:20][CH2:32][F:33])=[CH:16][CH:15]=4)[N:13]=[C:7]3[CH:6]=2)[CH2:2][CH2:3][CH2:4]1. (7) Given the reactants [Cl:1][C:2]([F:10])([C:6]([F:9])([F:8])[F:7])[C:3](Cl)=[O:4].N1C=CC=CC=1.[CH:17]([O:19][CH2:20][CH2:21][CH2:22][CH3:23])=[CH2:18], predict the reaction product. The product is: [CH2:20]([O:19][CH:17]=[CH:18][C:3](=[O:4])[C:2]([Cl:1])([F:10])[C:6]([F:9])([F:8])[F:7])[CH2:21][CH2:22][CH3:23].